From a dataset of Reaction yield outcomes from USPTO patents with 853,638 reactions. Predict the reaction yield, written as a fraction of the theoretical maximum amount of product (1.0 means a 100% yield; for example, 0.34 means a 34% yield). (1) The reactants are [Cl:1][C:2]1[CH:3]=[CH:4][C:5]([O:26][CH2:27][C:28]([N:30]2[CH2:35][C@H:34]([CH3:36])[N:33]([CH2:37][C:38]3[CH:43]=[CH:42][C:41]([F:44])=[CH:40][CH:39]=3)[CH2:32][C@H:31]2[CH3:45])=[O:29])=[C:6]([CH:25]=1)[CH2:7][NH:8][S:9]([CH2:12][CH2:13][N:14]1C(=O)C2C(=CC=CC=2)C1=O)(=[O:11])=[O:10].NN. The catalyst is CCO. The product is [Cl:1][C:2]1[CH:3]=[CH:4][C:5]([O:26][CH2:27][C:28]([N:30]2[CH2:35][C@H:34]([CH3:36])[N:33]([CH2:37][C:38]3[CH:39]=[CH:40][C:41]([F:44])=[CH:42][CH:43]=3)[CH2:32][C@H:31]2[CH3:45])=[O:29])=[C:6]([CH:25]=1)[CH2:7][NH:8][S:9]([CH2:12][CH2:13][NH2:14])(=[O:11])=[O:10]. The yield is 0.960. (2) The reactants are I[C:2]1[C:3]([NH:11][C:12]2[CH:13]=[N:14][C:15]([O:18][CH3:19])=[CH:16][CH:17]=2)=[N:4][C:5]([N:8]([CH3:10])[CH3:9])=[N:6][CH:7]=1.[CH3:20][C:21]1[N:26]=[C:25]([S:27][CH3:28])[N:24]=[C:23]([Sn](CCCC)(CCCC)CCCC)[N:22]=1.[F-].[Cs+].O1CCOCC1. The catalyst is O.[Cu]I.C1C=CC([P]([Pd]([P](C2C=CC=CC=2)(C2C=CC=CC=2)C2C=CC=CC=2)([P](C2C=CC=CC=2)(C2C=CC=CC=2)C2C=CC=CC=2)[P](C2C=CC=CC=2)(C2C=CC=CC=2)C2C=CC=CC=2)(C2C=CC=CC=2)C2C=CC=CC=2)=CC=1. The product is [CH3:19][O:18][C:15]1[N:14]=[CH:13][C:12]([NH:11][C:3]2[C:2]([C:23]3[N:22]=[C:21]([CH3:20])[N:26]=[C:25]([S:27][CH3:28])[N:24]=3)=[CH:7][N:6]=[C:5]([N:8]([CH3:10])[CH3:9])[N:4]=2)=[CH:17][CH:16]=1. The yield is 0.315. (3) The reactants are [CH2:1]1[CH2:6][CH2:5][C:4]([CH2:11][NH2:12])([CH2:7][C:8]([OH:10])=[O:9])[CH2:3][CH2:2]1.[CH2:13](O)[C:14]1[CH:19]=[CH:18][CH:17]=[CH:16][CH:15]=1.S(Cl)([Cl:23])=O.C1CCC(CN)(CC(O)=O)CC1.Cl. The catalyst is C(OCC)C. The product is [ClH:23].[NH2:12][CH2:11][C:4]1([CH2:7][C:8]([O:10][CH2:13][C:14]2[CH:19]=[CH:18][CH:17]=[CH:16][CH:15]=2)=[O:9])[CH2:3][CH2:2][CH2:1][CH2:6][CH2:5]1. The yield is 0.910. (4) The reactants are C1(C)C=CC=CC=1.N1CCCCC1.[S:14]1[CH2:18][C:17](=[O:19])[NH:16][C:15]1=[O:20].[Cl:21][C:22]1[CH:29]=[CH:28][C:25]([CH:26]=O)=[CH:24][C:23]=1[C:30]1[C:39]([CH3:40])=[CH:38][C:37]2[C:36]([CH3:42])([CH3:41])[CH2:35][CH2:34][C:33]([CH3:44])([CH3:43])[C:32]=2[CH:31]=1. The catalyst is O.C(O)(=O)C. The product is [Cl:21][C:22]1[CH:29]=[CH:28][C:25]([CH:26]=[C:18]2[S:14][C:15](=[O:20])[NH:16][C:17]2=[O:19])=[CH:24][C:23]=1[C:30]1[C:39]([CH3:40])=[CH:38][C:37]2[C:36]([CH3:42])([CH3:41])[CH2:35][CH2:34][C:33]([CH3:44])([CH3:43])[C:32]=2[CH:31]=1. The yield is 0.700. (5) The reactants are [F:1][C:2]1[CH:3]=[C:4]([C:12](=O)[CH2:13][C:14](=O)[C:15]([F:18])([F:17])[F:16])[CH:5]=[CH:6][C:7]=1[C:8]([F:11])([F:10])[F:9].[NH2:21][C:22]1[C:26]([C:27]2[CH:32]=[CH:31][N:30]=[CH:29][CH:28]=2)=[CH:25][NH:24][N:23]=1. No catalyst specified. The product is [F:1][C:2]1[CH:3]=[C:4]([C:12]2[CH:13]=[C:14]([C:15]([F:18])([F:17])[F:16])[N:23]3[N:24]=[CH:25][C:26]([C:27]4[CH:32]=[CH:31][N:30]=[CH:29][CH:28]=4)=[C:22]3[N:21]=2)[CH:5]=[CH:6][C:7]=1[C:8]([F:11])([F:10])[F:9]. The yield is 0.430. (6) The reactants are C(OC([N:8]1[CH2:13][CH2:12][CH:11]([NH:14][C:15]2[C:20]([C:21]#[N:22])=[CH:19][CH:18]=[CH:17][N:16]=2)[CH2:10][CH2:9]1)=O)(C)(C)C.FC(F)(F)C(O)=O. The catalyst is ClCCl. The product is [NH:8]1[CH2:9][CH2:10][CH:11]([NH:14][C:15]2[N:16]=[CH:17][CH:18]=[CH:19][C:20]=2[C:21]#[N:22])[CH2:12][CH2:13]1. The yield is 0.460. (7) The reactants are C(OC(=O)[NH:10][CH2:11][CH2:12][N:13]1[CH2:18][C@@H:17]2[CH2:19][C@H:14]1[CH2:15][N:16]2[C:20]1[C:29]2[C:24](=[CH:25][CH:26]=[C:27]([O:30][CH3:31])[N:28]=2)[N:23]=[CH:22][CH:21]=1)C1C=CC=CC=1.[ClH:33].O1CCOCC1.[H][H]. The catalyst is [OH-].[OH-].[Pd+2].C(O)C. The product is [ClH:33].[CH3:31][O:30][C:27]1[N:28]=[C:29]2[C:24](=[CH:25][CH:26]=1)[N:23]=[CH:22][CH:21]=[C:20]2[N:16]1[CH2:15][C@@H:14]2[CH2:19][C@H:17]1[CH2:18][N:13]2[CH2:12][CH2:11][NH2:10]. The yield is 0.520. (8) The reactants are [C:1]([O:9]CC)(=O)[CH2:2][C:3]([O:5][CH2:6][CH3:7])=[O:4].[H-].[Na+].[H][H].[CH3:16][C:17]1[CH:28]=[CH:27][C:20]2[NH:21]C(=O)[O:23][C:24](=O)[C:19]=2[CH:18]=1.Cl. The catalyst is CC(N(C)C)=O. The product is [CH2:6]([O:5][C:3]([C:2]1[C:1](=[O:9])[NH:21][C:20]2[C:19]([C:24]=1[OH:23])=[CH:18][C:17]([CH3:16])=[CH:28][CH:27]=2)=[O:4])[CH3:7]. The yield is 0.360.